From a dataset of Reaction yield outcomes from USPTO patents with 853,638 reactions. Predict the reaction yield, written as a fraction of the theoretical maximum amount of product (1.0 means a 100% yield; for example, 0.34 means a 34% yield). (1) The reactants are Cl[C:2]1[CH:11]=[C:10]2[C:5]([CH:6]=[C:7]([C:13]3[C:14]([CH3:30])=[CH:15][C:16]([F:29])=[C:17]([NH:19][C:20]([NH:22][CH2:23][CH2:24][C:25]([F:28])([CH3:27])[CH3:26])=[O:21])[CH:18]=3)[C:8]([CH3:12])=[N:9]2)=[CH:4][N:3]=1.C([NH:35][C:36](=[O:38])[O-:37])(C)(C)C.C(=O)([O-])[O-].[K+].[K+].[CH3:45][C:46]1(C)[C:72]2C(=C(P(C3C=CC=CC=3)C3C=CC=CC=3)C=CC=2)OC2C(P(C3C=CC=CC=3)C3C=CC=CC=3)=CC=C[C:47]1=2. The catalyst is O1CCOCC1.C([O-])(=O)C.[Pd+2].C([O-])(=O)C. The product is [F:29][C:16]1[C:17]([NH:19][C:20]([NH:22][CH2:23][CH2:24][C:25]([F:28])([CH3:27])[CH3:26])=[O:21])=[CH:18][C:13]([C:7]2[C:8]([CH3:12])=[N:9][C:10]3[C:5]([CH:6]=2)=[CH:4][N:3]=[C:2]([NH:35][C:36](=[O:38])[O:37][C:46]([CH3:72])([CH3:47])[CH3:45])[CH:11]=3)=[C:14]([CH3:30])[CH:15]=1. The yield is 0.605. (2) The reactants are [F:1][C:2]1[CH:7]=[CH:6][CH:5]=[CH:4][C:3]=1[CH2:8][C:9]([O:11][C@H:12]([C:14]1[CH:19]=[CH:18][CH:17]=[CH:16][CH:15]=1)[CH3:13])=[O:10].[CH2:20]1[CH2:30][CH2:29][N:28]2C(=NC[CH2:26][CH2:27]2)CC1.C(Br)(Br)(Br)Br.N1CCCCC1. The catalyst is C1COCC1.C(OCC)C.C1(C)C=CC=CC=1. The product is [F:1][C:2]1[CH:7]=[CH:6][CH:5]=[CH:4][C:3]=1[C@@H:8]([N:28]1[CH2:27][CH2:26][CH2:20][CH2:30][CH2:29]1)[C:9]([O:11][C@H:12]([C:14]1[CH:15]=[CH:16][CH:17]=[CH:18][CH:19]=1)[CH3:13])=[O:10]. The yield is 0.110. (3) The reactants are [ClH:1].[CH3:2][C:3]1[NH:7][CH:6]=[N:5][C:4]=1/[CH:8]=[CH:9]/[C:10]([OH:12])=[O:11].CCCCCCC.C(OC(C)C)(C)C. The catalyst is [Pd].O1CCCC1.O. The product is [ClH:1].[CH3:2][C:3]1[NH:7][CH:6]=[N:5][C:4]=1[CH2:8][CH2:9][C:10]([OH:12])=[O:11]. The yield is 0.830. (4) The product is [C:31]([OH:38])(=[O:37])/[CH:32]=[CH:33]/[C:34]([OH:36])=[O:35].[CH3:1][O:2][C:3]1[CH:8]=[C:7]([O:9][CH3:10])[N:6]=[CH:5][C:4]=1[C:11]1[C:24]2[C:19](=[CH:20][C:21]([O:27][CH2:28][CH3:29])=[C:22]([O:25][CH3:26])[CH:23]=2)[C@@H:18]2[C@@H:13]([CH2:14][CH2:15][C@@H:16]([OH:30])[CH2:17]2)[N:12]=1. The reactants are [CH3:1][O:2][C:3]1[CH:8]=[C:7]([O:9][CH3:10])[N:6]=[CH:5][C:4]=1[C:11]1[C:24]2[C:19](=[CH:20][C:21]([O:27][CH2:28][CH3:29])=[C:22]([O:25][CH3:26])[CH:23]=2)[C@@H:18]2[C@@H:13]([CH2:14][CH2:15][C@@H:16]([OH:30])[CH2:17]2)[N:12]=1.[C:31]([OH:38])(=[O:37])/[CH:32]=[CH:33]/[C:34]([OH:36])=[O:35]. The catalyst is CC(C)=O.C(O)(C)C. The yield is 0.400.